The task is: Regression. Given a peptide amino acid sequence and an MHC pseudo amino acid sequence, predict their binding affinity value. This is MHC class II binding data.. This data is from Peptide-MHC class II binding affinity with 134,281 pairs from IEDB. (1) The peptide sequence is DDKFLANVSTVLTGK. The MHC is DRB1_1001 with pseudo-sequence DRB1_1001. The binding affinity (normalized) is 0.611. (2) The peptide sequence is YWTIVKPGDILLINS. The MHC is DRB1_1302 with pseudo-sequence DRB1_1302. The binding affinity (normalized) is 0.599. (3) The peptide sequence is AYLVLDPLIYFGPFA. The MHC is HLA-DQA10102-DQB10602 with pseudo-sequence HLA-DQA10102-DQB10602. The binding affinity (normalized) is 0.164. (4) The peptide sequence is TATAAVGAATGAATA. The MHC is DRB1_0101 with pseudo-sequence DRB1_0101. The binding affinity (normalized) is 0.372. (5) The peptide sequence is YDKFLCNVSTVLTGK. The MHC is DRB1_1302 with pseudo-sequence DRB1_1302. The binding affinity (normalized) is 0.585. (6) The peptide sequence is NESATILMTATPPGT. The MHC is DRB1_0901 with pseudo-sequence DRB1_0901. The binding affinity (normalized) is 0.273. (7) The peptide sequence is AYPSVLGQTIRNSRW. The MHC is HLA-DPA10201-DPB10501 with pseudo-sequence HLA-DPA10201-DPB10501. The binding affinity (normalized) is 0.472. (8) The peptide sequence is VGNVAWMHVLAAKYI. The MHC is DRB1_0802 with pseudo-sequence DRB1_0802. The binding affinity (normalized) is 0.561.